From a dataset of Full USPTO retrosynthesis dataset with 1.9M reactions from patents (1976-2016). Predict the reactants needed to synthesize the given product. (1) Given the product [CH3:1][O:2][C:3](=[O:26])[CH:4]=[C:5]([C:7]1[N:8]([S:17]([C:20]2[CH:25]=[CH:24][CH:23]=[CH:22][CH:21]=2)(=[O:19])=[O:18])[C:9]2[C:14]([CH:15]=1)=[C:13]([C:33]1[CH:34]=[C:35]([CH:41]([CH3:43])[CH3:42])[CH:36]=[C:37]([CH:38]([CH3:39])[CH3:40])[C:32]=1[O:31][CH2:27][CH2:28][CH2:29][CH3:30])[CH:12]=[CH:11][CH:10]=2)[CH3:6], predict the reactants needed to synthesize it. The reactants are: [CH3:1][O:2][C:3](=[O:26])[CH:4]=[C:5]([C:7]1[N:8]([S:17]([C:20]2[CH:25]=[CH:24][CH:23]=[CH:22][CH:21]=2)(=[O:19])=[O:18])[C:9]2[C:14]([CH:15]=1)=[C:13](Br)[CH:12]=[CH:11][CH:10]=2)[CH3:6].[CH2:27]([O:31][C:32]1[C:37]([CH:38]([CH3:40])[CH3:39])=[CH:36][C:35]([CH:41]([CH3:43])[CH3:42])=[CH:34][C:33]=1B(O)O)[CH2:28][CH2:29][CH3:30].C([O-])([O-])=O.[Na+].[Na+].CCCCCC. (2) Given the product [CH2:14]([O:13][C:9](=[O:12])[CH2:10][CH2:11][C:2]([C:6](=[O:8])[CH3:7])([CH3:1])[C:3](=[O:5])[CH3:4])[CH3:15], predict the reactants needed to synthesize it. The reactants are: [CH3:1][CH:2]([C:6](=[O:8])[CH3:7])[C:3](=[O:5])[CH3:4].[C:9]([O:13][CH2:14][CH3:15])(=[O:12])[CH:10]=[CH2:11].